Dataset: NCI-60 drug combinations with 297,098 pairs across 59 cell lines. Task: Regression. Given two drug SMILES strings and cell line genomic features, predict the synergy score measuring deviation from expected non-interaction effect. (1) Drug 1: C1CCC(C1)C(CC#N)N2C=C(C=N2)C3=C4C=CNC4=NC=N3. Drug 2: CCCCC(=O)OCC(=O)C1(CC(C2=C(C1)C(=C3C(=C2O)C(=O)C4=C(C3=O)C=CC=C4OC)O)OC5CC(C(C(O5)C)O)NC(=O)C(F)(F)F)O. Cell line: MCF7. Synergy scores: CSS=6.93, Synergy_ZIP=1.04, Synergy_Bliss=6.73, Synergy_Loewe=6.40, Synergy_HSA=5.96. (2) Drug 1: C1CCN(CC1)CCOC2=CC=C(C=C2)C(=O)C3=C(SC4=C3C=CC(=C4)O)C5=CC=C(C=C5)O. Drug 2: CC1=C2C(C(=O)C3(C(CC4C(C3C(C(C2(C)C)(CC1OC(=O)C(C(C5=CC=CC=C5)NC(=O)OC(C)(C)C)O)O)OC(=O)C6=CC=CC=C6)(CO4)OC(=O)C)O)C)O. Cell line: MALME-3M. Synergy scores: CSS=25.2, Synergy_ZIP=1.46, Synergy_Bliss=1.54, Synergy_Loewe=-12.8, Synergy_HSA=-0.131. (3) Cell line: A549. Drug 1: C1=CC(=CC=C1CCC2=CNC3=C2C(=O)NC(=N3)N)C(=O)NC(CCC(=O)O)C(=O)O. Drug 2: C1CCC(CC1)NC(=O)N(CCCl)N=O. Synergy scores: CSS=37.6, Synergy_ZIP=-10.5, Synergy_Bliss=-6.92, Synergy_Loewe=-21.3, Synergy_HSA=-3.90. (4) Drug 1: CN1C(=O)N2C=NC(=C2N=N1)C(=O)N. Drug 2: C1CCC(C(C1)N)N.C(=O)(C(=O)[O-])[O-].[Pt+4]. Cell line: U251. Synergy scores: CSS=16.8, Synergy_ZIP=-4.53, Synergy_Bliss=4.88, Synergy_Loewe=-3.61, Synergy_HSA=4.26.